Dataset: Experimentally validated miRNA-target interactions with 360,000+ pairs, plus equal number of negative samples. Task: Binary Classification. Given a miRNA mature sequence and a target amino acid sequence, predict their likelihood of interaction. (1) The miRNA is mmu-miR-495-3p with sequence AAACAAACAUGGUGCACUUCUU. The protein sequence of the target gene is MVMSSYMVNSKYVDPKFPPCEEYLQGGYLGEQGADYYGGGAQGADFQPPGLYPRPDFGEQPFGGSGPGPGSALPARGHGQEPGGPGGHYAAPGEPCPAPPAPPPAPLPGARAYSQSDPKQPPSGTALKQPAVVYPWMKKVHVNSVNPNYTGGEPKRSRTAYTRQQVLELEKEFHFNRYLTRRRRIEIAHTLCLSERQIKIWFQNRRMKWKKDHKLPNTKGRSSSSSSSSSCSSSVAPSQHLQPMAKDHHTDLTTL. Result: 0 (no interaction). (2) The miRNA is cel-lsy-6-3p with sequence UUUUGUAUGAGACGCAUUUCGA. The protein sequence of the target gene is MVRLYNLHPFGSQQVVPCQWEPEQVCCGGSDALFVAAGCKVEAFAVQGEELCRQRCAFSTLGRVLRMAYSEAGDYLVAIEEKNKTIFLRAYVNWRSKRSDNSRVCIRMVGHNVEASFCESFRDQMSIIEMPMSEAPLCFSCCPVKGDLLVGCTNKLVLFTLKYDIINEEFSILNFERSLIIHIDNITPVEISFCVGYVAVMSDLEVLLLKLESDPIHGESVDHHPQETSNPLKEAEGVSNETSQLESEDFVICLKPMELIGEKCEQSGISVKLESTGLEDEKVKYLRVRHLLYRRFAPDI.... Result: 0 (no interaction). (3) The miRNA is hsa-miR-6838-5p with sequence AAGCAGCAGUGGCAAGACUCCU. The protein sequence of the target gene is MALLVLGLVSCTFFLAVNGLYSSSDDVIELTPSNFNREVIQSDSLWLVEFYAPWCGHCQRLTPEWKKAATALKDVVKVGAVDADKHHSLGGQYGVQGFPTIKIFGSNKNRPEDYQGGRTGEAIVDAALSALRQLVKDRLGGRSGGYSSGKQGRSDSSSKKDVIELTDDSFDKNVLDSEDVWMVEFYAPWCGHCKNLEPEWAAAASEVKEQTKGKVKLAAVDATVNQVLASRYGIRGFPTIKIFQKGESPVDYDGGRTRSDIVSRALDLFSDNAPPPELLEIINEDIAKRTCEEHQLCVVA.... Result: 1 (interaction). (4) The miRNA is mmu-miR-346-5p with sequence UGUCUGCCCGAGUGCCUGCCUCU. The protein sequence of the target gene is MSSDSEMAIFGEAAPFLRKSEKERIEAQNKPFDAKTSVFVVDPKESYVKAIVQSREGGKVTAKTEAGATVTVKEDQVFSMNPPKYDKIEDMAMMTHLHEPAVLYNLKERYAAWMIYTYSGLFCVTVNPYKWLPVYNPEVVTAYRGKKRQEAPPHIFSISDNAYQFMLTDRENQSILITGESGAGKTVNTKRVIQYFATIAVTGEKKKEEPASGKMQGTLEDQIISANPLLEAFGNAKTVRNDNSSRFGKFIRIHFGATGKLASADIETYLLEKSRVTFQLKAERSYHIFYQILSNKKPEL.... Result: 0 (no interaction). (5) The miRNA is hsa-miR-5692a with sequence CAAAUAAUACCACAGUGGGUGU. The protein sequence of the target gene is MKPAARETRTPPRSPGLRWALLPLLLLLRQGQVLCAGAAPNPIFDIEAVVSPTSVLLTWKHNDSGASECRIENKMESNLTFPVKNQTSCNITGLSPGTSYTFSIISVTTNETLNKTITTEPWPVSDLHVTSVGVTQARLTWSNANGTASYRMLIEELTTHSSVNISGLKPGTNNSFAFPESNETQADFAVAEEVPDANGTKRIPVTNLSQLHKNSLVSVDPPSGQDPSLTEILLTDLKPDTQYNATIYSQAANGTEGQPRNKVFKTNSTQVSDVRAMNISASSMTLTWKSNYDGSRTSIV.... Result: 0 (no interaction).